This data is from Full USPTO retrosynthesis dataset with 1.9M reactions from patents (1976-2016). The task is: Predict the reactants needed to synthesize the given product. (1) The reactants are: Br[C:2]1[CH:15]=[C:14]([F:16])[C:5]([O:6][CH2:7][C:8]2([CH2:11][C:12]#[N:13])[CH2:10][CH2:9]2)=[C:4]([F:17])[CH:3]=1.[B:18]1([B:18]2[O:22][C:21]([CH3:24])([CH3:23])[C:20]([CH3:26])([CH3:25])[O:19]2)[O:22][C:21]([CH3:24])([CH3:23])[C:20]([CH3:26])([CH3:25])[O:19]1.C([O-])(=O)C.[K+].N#N. Given the product [F:16][C:14]1[CH:15]=[C:2]([B:18]2[O:22][C:21]([CH3:24])([CH3:23])[C:20]([CH3:26])([CH3:25])[O:19]2)[CH:3]=[C:4]([F:17])[C:5]=1[O:6][CH2:7][C:8]1([CH2:11][C:12]#[N:13])[CH2:10][CH2:9]1, predict the reactants needed to synthesize it. (2) Given the product [F:1][C:2]1[CH:7]=[C:6]([F:8])[CH:5]=[CH:4][C:3]=1[NH:9][C:10]1[N:18]=[CH:17][CH:16]=[CH:15][C:11]=1[C:12]([NH:20][C:21]([CH3:26])([CH2:24][CH3:25])[C:22]#[CH:23])=[O:14], predict the reactants needed to synthesize it. The reactants are: [F:1][C:2]1[CH:7]=[C:6]([F:8])[CH:5]=[CH:4][C:3]=1[NH:9][C:10]1[N:18]=[CH:17][CH:16]=[CH:15][C:11]=1[C:12]([OH:14])=O.Cl.[NH2:20][C:21]([CH3:26])([CH2:24][CH3:25])[C:22]#[CH:23].C1C=CC2N(O)N=NC=2C=1.CCN=C=NCCCN(C)C.CCN(C(C)C)C(C)C. (3) Given the product [CH3:80][C:72]1[CH:73]=[CH:74][C:75]([N+:77]([O-:79])=[O:78])=[CH:76][C:71]=1[N:68]1[CH2:67][CH2:66][C:64]2[N:65]=[C:60]([NH:59][C:44]3[CH:49]=[CH:48][C:47]([C:50]([N:52]4[CH2:57][CH2:56][N:55]([CH3:58])[CH2:54][CH2:53]4)=[O:51])=[CH:46][CH:45]=3)[N:61]=[CH:62][C:63]=2[C:69]1=[O:70], predict the reactants needed to synthesize it. The reactants are: C1(P(C2C=CC=CC=2)C2C3OC4C(=CC=CC=4P(C4C=CC=CC=4)C4C=CC=CC=4)C(C)(C)C=3C=CC=2)C=CC=CC=1.I[C:44]1[CH:49]=[CH:48][C:47]([C:50]([N:52]2[CH2:57][CH2:56][N:55]([CH3:58])[CH2:54][CH2:53]2)=[O:51])=[CH:46][CH:45]=1.[NH2:59][C:60]1[N:61]=[CH:62][C:63]2[C:69](=[O:70])[N:68]([C:71]3[CH:76]=[C:75]([N+:77]([O-:79])=[O:78])[CH:74]=[CH:73][C:72]=3[CH3:80])[CH2:67][CH2:66][C:64]=2[N:65]=1.C(=O)([O-])[O-].[Cs+].[Cs+]. (4) Given the product [F:19][C:15]1[CH:14]=[C:13]2[C:18](=[CH:17][CH:16]=1)[N:10]([C:8]([C:4]1[N:5]=[CH:6][N:7]=[C:2]([N:20]3[CH2:21][CH2:22][CH:23]([N:26]4[CH2:31][C:30]5[CH:32]=[N:33][CH:34]=[CH:35][C:29]=5[NH:28][C:27]4=[O:36])[CH2:24][CH2:25]3)[CH:3]=1)=[O:9])[CH2:11][CH2:12]2, predict the reactants needed to synthesize it. The reactants are: Cl[C:2]1[N:7]=[CH:6][N:5]=[C:4]([C:8]([N:10]2[C:18]3[C:13](=[CH:14][C:15]([F:19])=[CH:16][CH:17]=3)[CH2:12][CH2:11]2)=[O:9])[CH:3]=1.[NH:20]1[CH2:25][CH2:24][CH:23]([N:26]2[CH2:31][C:30]3[CH:32]=[N:33][CH:34]=[CH:35][C:29]=3[NH:28][C:27]2=[O:36])[CH2:22][CH2:21]1.CCN(C(C)C)C(C)C. (5) Given the product [NH2:11][C@@H:4]([C:5]1[CH:10]=[CH:9][CH:8]=[CH:7][CH:6]=1)[C:3]([NH:2][CH3:1])=[O:19], predict the reactants needed to synthesize it. The reactants are: [CH3:1][NH:2][C:3](=[O:19])[C@@H:4]([NH:11]C(=O)OC(C)(C)C)[C:5]1[CH:10]=[CH:9][CH:8]=[CH:7][CH:6]=1.O. (6) Given the product [OH:32][CH2:31][C:2]1([OH:1])[CH2:3][CH2:4][CH:5]([N:8]2[C:16]([NH:17][C:18]3[C:19]([F:26])=[CH:20][C:21]([F:25])=[CH:22][C:23]=3[F:24])=[N:15][C:14]3[C:9]2=[N:10][C:11]([NH:27][CH:28]([CH3:29])[CH3:30])=[N:12][CH:13]=3)[CH2:6][CH2:7]1, predict the reactants needed to synthesize it. The reactants are: [OH:1][C:2]1([C:31](OC)=[O:32])[CH2:7][CH2:6][CH:5]([N:8]2[C:16]([NH:17][C:18]3[C:23]([F:24])=[CH:22][C:21]([F:25])=[CH:20][C:19]=3[F:26])=[N:15][C:14]3[C:9]2=[N:10][C:11]([NH:27][CH:28]([CH3:30])[CH3:29])=[N:12][CH:13]=3)[CH2:4][CH2:3]1.[BH4-].[Na+].